From a dataset of Forward reaction prediction with 1.9M reactions from USPTO patents (1976-2016). Predict the product of the given reaction. (1) Given the reactants [F:1][C:2]1[CH:7]=[CH:6][C:5]([C:8]2[CH:13]=[CH:12][C:11]([C:14]([O:16]C)=[O:15])=[C:10]([O:18][CH3:19])[CH:9]=2)=[CH:4][CH:3]=1.O.[OH-].[Na+].Cl, predict the reaction product. The product is: [F:1][C:2]1[CH:3]=[CH:4][C:5]([C:8]2[CH:13]=[CH:12][C:11]([C:14]([OH:16])=[O:15])=[C:10]([O:18][CH3:19])[CH:9]=2)=[CH:6][CH:7]=1. (2) The product is: [Cl:1][C:2]1[CH:7]=[CH:6][CH:5]=[CH:4][C:3]=1[C@H:8]([O:10][C:11]1[CH:12]=[C:13]([N:20]2[C:24]3[CH:25]=[C:26]([O:29][CH:30]4[CH2:35][CH2:34][NH:33][CH2:32][CH2:31]4)[CH:27]=[CH:28][C:23]=3[N:22]=[CH:21]2)[S:14][C:15]=1[C:16]([O:18][CH3:19])=[O:17])[CH3:9]. Given the reactants [Cl:1][C:2]1[CH:7]=[CH:6][CH:5]=[CH:4][C:3]=1[C@H:8]([O:10][C:11]1[CH:12]=[C:13]([N:20]2[C:24]3[CH:25]=[C:26]([O:29][CH:30]4[CH2:35][CH2:34][N:33](C(OC(C)(C)C)=O)[CH2:32][CH2:31]4)[CH:27]=[CH:28][C:23]=3[N:22]=[CH:21]2)[S:14][C:15]=1[C:16]([O:18][CH3:19])=[O:17])[CH3:9].FC(F)(F)C(O)=O.[OH-].[Na+].C([O-])(O)=O.[Na+], predict the reaction product. (3) Given the reactants [NH2:1][C:2]1[CH:7]=[CH:6][C:5]([Cl:8])=[CH:4][C:3]=1[CH:9]([C:11]1[CH:16]=[CH:15][CH:14]=[C:13]([O:17][CH3:18])[C:12]=1[O:19][CH3:20])[OH:10], predict the reaction product. The product is: [NH2:1][C:2]1[CH:7]=[CH:6][C:5]([Cl:8])=[CH:4][C:3]=1[C:9]([C:11]1[CH:16]=[CH:15][CH:14]=[C:13]([O:17][CH3:18])[C:12]=1[O:19][CH3:20])=[O:10]. (4) Given the reactants [F:1][C:2]([F:28])([F:27])[C:3]1[CH:4]=[C:5]([N:9]([CH2:19][C:20]([O:22]C(C)(C)C)=[O:21])[S:10]([C:13]2[CH:18]=[CH:17][CH:16]=[CH:15][CH:14]=2)(=[O:12])=[O:11])[CH:6]=[CH:7][CH:8]=1.FC(F)(F)C(O)=O, predict the reaction product. The product is: [F:28][C:2]([F:1])([F:27])[C:3]1[CH:4]=[C:5]([N:9]([CH2:19][C:20]([OH:22])=[O:21])[S:10]([C:13]2[CH:18]=[CH:17][CH:16]=[CH:15][CH:14]=2)(=[O:12])=[O:11])[CH:6]=[CH:7][CH:8]=1. (5) Given the reactants [CH:1]([C:3]1[C:11]2[C:6](=[CH:7][CH:8]=[C:9]([NH:12][C:13]([CH:15]3[CH2:19][CH2:18][CH2:17][CH2:16]3)=[O:14])[CH:10]=2)[N:5]([CH2:20][CH2:21][CH2:22][C:23](=[O:32])[NH:24][S:25]([C:28]([F:31])([F:30])[F:29])(=[O:27])=[O:26])[C:4]=1[CH2:33][O:34][C:35]1[CH:44]=[CH:43][C:42]2[C:37](=[CH:38][CH:39]=[CH:40][CH:41]=2)[CH:36]=1)=[O:2].C([OH:49])(C)(C)C.CC(=CC)C, predict the reaction product. The product is: [CH:15]1([C:13]([NH:12][C:9]2[CH:10]=[C:11]3[C:6](=[CH:7][CH:8]=2)[N:5]([CH2:20][CH2:21][CH2:22][C:23](=[O:32])[NH:24][S:25]([C:28]([F:29])([F:30])[F:31])(=[O:27])=[O:26])[C:4]([CH2:33][O:34][C:35]2[CH:44]=[CH:43][C:42]4[C:37](=[CH:38][CH:39]=[CH:40][CH:41]=4)[CH:36]=2)=[C:3]3[C:1]([OH:49])=[O:2])=[O:14])[CH2:16][CH2:17][CH2:18][CH2:19]1. (6) Given the reactants [Cl:1][C:2]1[N:7]=[CH:6][C:5](I)=[CH:4][N:3]=1.[C:9]([C:11]1[CH:16]=[CH:15][C:14]([F:17])=[CH:13][CH:12]=1)#[CH:10].C(N(CC)CC)C, predict the reaction product. The product is: [Cl:1][C:2]1[N:7]=[CH:6][C:5]([C:10]#[C:9][C:11]2[CH:16]=[CH:15][C:14]([F:17])=[CH:13][CH:12]=2)=[CH:4][N:3]=1. (7) Given the reactants [C:1]([O-])([O-])=O.[K+].[K+].[C:7]1([OH:13])[CH:12]=[CH:11][CH:10]=[CH:9][CH:8]=1.C1O[CH2:30][CH2:29]OCCOCCOCCOCCOC1.C(OC([N:39]1[C:48]2[C:43](=[CH:44][CH:45]=[C:46]([C:49]3[S:50][C:51](CCCI)=[C:52]([C:54]([O:56][CH2:57][CH3:58])=[O:55])[N:53]=3)[CH:47]=2)[CH2:42][CH2:41][CH2:40]1)=O)(C)(C)C.[H-].[Na+], predict the reaction product. The product is: [O:13]([CH2:1][CH2:29][CH2:30][SH:50]1[CH:51]=[C:52]([C:54]([O:56][CH2:57][CH3:58])=[O:55])[N:53]=[C:49]1[C:46]1[CH:47]=[C:48]2[C:43]([CH2:42][CH2:41][CH2:40][NH:39]2)=[CH:44][CH:45]=1)[C:7]1[CH:12]=[CH:11][CH:10]=[CH:9][CH:8]=1.